Dataset: Forward reaction prediction with 1.9M reactions from USPTO patents (1976-2016). Task: Predict the product of the given reaction. The product is: [NH2:19][C:9]1[C:10](=[O:18])[NH:11][C:12]2[C:17]([C:8]=1[C:5]1[CH:6]=[CH:7][C:2]([F:1])=[CH:3][CH:4]=1)=[CH:16][CH:15]=[CH:14][CH:13]=2. Given the reactants [F:1][C:2]1[CH:7]=[CH:6][C:5]([C:8]2[C:17]3[C:12](=[CH:13][CH:14]=[CH:15][CH:16]=3)[NH:11][C:10](=[O:18])[C:9]=2[NH:19]C(=O)C)=[CH:4][CH:3]=1.C(=O)([O-])[O-].[Na+].[Na+], predict the reaction product.